Dataset: Catalyst prediction with 721,799 reactions and 888 catalyst types from USPTO. Task: Predict which catalyst facilitates the given reaction. (1) The catalyst class is: 343. Product: [ClH:32].[ClH:32].[ClH:32].[CH3:31][O:30][C:20]1[CH:19]=[C:18]([NH:17][C:15]2[S:16][C:10]3[CH2:9][NH:8][CH2:13][CH2:12][C:11]=3[N:14]=2)[CH:23]=[CH:22][C:21]=1[N:24]1[CH:28]=[C:27]([CH3:29])[N:26]=[CH:25]1. Reactant: C(OC([N:8]1[CH2:13][CH2:12][C:11]2[N:14]=[C:15]([NH:17][C:18]3[CH:23]=[CH:22][C:21]([N:24]4[CH:28]=[C:27]([CH3:29])[N:26]=[CH:25]4)=[C:20]([O:30][CH3:31])[CH:19]=3)[S:16][C:10]=2[CH2:9]1)=O)(C)(C)C.[ClH:32]. (2) Reactant: [C:1]([C:3]1[C:4]([N:18]2[CH2:23][CH2:22][NH:21][CH2:20][CH2:19]2)=[N:5][C:6]([C:14]([F:17])([F:16])[F:15])=[C:7]([CH:13]=1)[C:8]([O:10][CH2:11][CH3:12])=[O:9])#[N:2].[CH3:24][C:25]1[CH:30]=[CH:29][CH:28]=[CH:27][C:26]=1[S:31]([N:34]=[C:35]=[O:36])(=[O:33])=[O:32].C(N(CC)CC)C. Product: [C:1]([C:3]1[C:4]([N:18]2[CH2:23][CH2:22][N:21]([C:35]([NH:34][S:31]([C:26]3[CH:27]=[CH:28][CH:29]=[CH:30][C:25]=3[CH3:24])(=[O:33])=[O:32])=[O:36])[CH2:20][CH2:19]2)=[N:5][C:6]([C:14]([F:15])([F:17])[F:16])=[C:7]([CH:13]=1)[C:8]([O:10][CH2:11][CH3:12])=[O:9])#[N:2]. The catalyst class is: 2. (3) Reactant: C1(C([O:9][CH2:10][CH:11]2[O:16][CH2:15][CH2:14][N:13]([C:17]([O:19][C:20]([CH3:23])([CH3:22])[CH3:21])=[O:18])[CH2:12]2)=O)C=CC=CC=1.[OH-].[Na+]. Product: [OH:9][CH2:10][CH:11]1[O:16][CH2:15][CH2:14][N:13]([C:17]([O:19][C:20]([CH3:23])([CH3:22])[CH3:21])=[O:18])[CH2:12]1. The catalyst class is: 5. (4) Reactant: [CH2:1]([CH:5]1[CH2:10][CH2:9][NH:8][CH2:7][CH2:6]1)[CH2:2][CH2:3][CH3:4].[CH3:11][O:12][C:13](=[O:18])[CH2:14][CH2:15][CH2:16]Br.C(=O)([O-])[O-].[K+].[K+]. Product: [CH3:11][O:12][C:13](=[O:18])[CH2:14][CH2:15][CH2:16][N:8]1[CH2:9][CH2:10][CH:5]([CH2:1][CH2:2][CH2:3][CH3:4])[CH2:6][CH2:7]1. The catalyst class is: 10. (5) Reactant: C([N:8]1[CH2:12][C@@H:11]([CH3:13])[C@H:10]([C:14]2[NH:15][C:16](=[O:28])[C:17]3[CH:22]=[N:21][N:20]([CH:23]4[CH2:27][CH2:26][CH2:25][CH2:24]4)[C:18]=3[N:19]=2)[CH2:9]1)C1C=CC=CC=1.[ClH:29]. The catalyst class is: 421. Product: [CH:23]1([N:20]2[C:18]3[N:19]=[C:14]([C@H:10]4[C@H:11]([CH3:13])[CH2:12][NH:8][CH2:9]4)[NH:15][C:16](=[O:28])[C:17]=3[CH:22]=[N:21]2)[CH2:27][CH2:26][CH2:25][CH2:24]1.[ClH:29].